This data is from Reaction yield outcomes from USPTO patents with 853,638 reactions. The task is: Predict the reaction yield, written as a fraction of the theoretical maximum amount of product (1.0 means a 100% yield; for example, 0.34 means a 34% yield). (1) The reactants are [N+:1]([C:4]1[CH:9]=[CH:8][C:7]([CH:10]([CH2:15][C:16]([OH:18])=O)[CH2:11][C:12](O)=[O:13])=[CH:6][CH:5]=1)([O-:3])=[O:2].[NH2:19]C(N)=O. The catalyst is CCOC(C)=O. The product is [N+:1]([C:4]1[CH:9]=[CH:8][C:7]([CH:10]2[CH2:15][C:16](=[O:18])[NH:19][C:12](=[O:13])[CH2:11]2)=[CH:6][CH:5]=1)([O-:3])=[O:2]. The yield is 0.220. (2) The reactants are [C:1]([N:8]1[CH2:14][CH2:13][CH2:12][NH:11][CH2:10][CH2:9]1)([O:3][C:4]([CH3:7])([CH3:6])[CH3:5])=[O:2].Br[C:16]1[C:21]([N+:22]([O-:24])=[O:23])=[CH:20][CH:19]=[CH:18][C:17]=1[O:25][CH3:26].C(=O)([O-])[O-].[Cs+].[Cs+]. The catalyst is CN(C=O)C.CCCCCC.C(OCC)(=O)C.O. The product is [C:4]([O:3][C:1]([N:8]1[CH2:14][CH2:13][CH2:12][N:11]([C:16]2[C:21]([N+:22]([O-:24])=[O:23])=[CH:20][CH:19]=[CH:18][C:17]=2[O:25][CH3:26])[CH2:10][CH2:9]1)=[O:2])([CH3:7])([CH3:6])[CH3:5]. The yield is 0.250. (3) The reactants are C(OC([NH:8][C:9]1[CH:14]=[CH:13][CH:12]=[CH:11][C:10]=1[C:15]1[N:16]([CH2:34][C:35](OC(C)(C)C)=[O:36])[C:17]2[C:22]([C:23]=1[CH:24]1[CH2:29][CH2:28][CH2:27][CH2:26][CH2:25]1)=[CH:21][CH:20]=[C:19](C(OC)=O)[CH:18]=2)=O)(C)(C)C.[C:42]([OH:48])(C(F)(F)F)=[O:43].[CH2:49](Cl)Cl.O. No catalyst specified. The product is [CH:22]1([C:23]2[C:24]3[CH:29]=[CH:28][C:27]([C:42]([O:48][CH3:49])=[O:43])=[CH:26][C:25]=3[N:16]3[C:15]=2[C:10]2[CH:11]=[CH:12][CH:13]=[CH:14][C:9]=2[NH:8][C:35](=[O:36])[CH2:34]3)[CH2:17][CH2:18][CH2:19][CH2:20][CH2:21]1. The yield is 0.740.